This data is from Full USPTO retrosynthesis dataset with 1.9M reactions from patents (1976-2016). The task is: Predict the reactants needed to synthesize the given product. (1) Given the product [CH3:29][N:30]1[CH2:35][CH2:34][CH:33]([N:26]2[CH2:27][CH2:28][CH:24]([N:16]3[C:17]4=[N:18][CH:19]=[N:20][C:21]([NH2:23])=[C:22]4[C:14]([C:11]4[CH:10]=[CH:9][C:8]([O:1][C:2]5[CH:7]=[CH:6][CH:5]=[CH:4][CH:3]=5)=[CH:13][CH:12]=4)=[N:15]3)[CH2:25]2)[CH2:32][CH2:31]1, predict the reactants needed to synthesize it. The reactants are: [O:1]([C:8]1[CH:13]=[CH:12][C:11]([C:14]2[C:22]3[C:17](=[N:18][CH:19]=[N:20][C:21]=3[NH2:23])[N:16]([CH:24]3[CH2:28][CH2:27][NH:26][CH2:25]3)[N:15]=2)=[CH:10][CH:9]=1)[C:2]1[CH:7]=[CH:6][CH:5]=[CH:4][CH:3]=1.[CH3:29][N:30]1[CH2:35][CH2:34][C:33](=O)[CH2:32][CH2:31]1.C(O[BH-](OC(=O)C)OC(=O)C)(=O)C.[Na+].C(O)(=O)C.C(=O)(O)[O-].[Na+]. (2) The reactants are: C[Si](I)(C)C.[CH3:6][C@H:7]([O:11][C:12]1[CH:13]=[C:14]([CH:25]=[C:26]([O:28][C:29]2[CH:41]=[CH:40][C:32]3[C:33](=[O:39])[N:34]([CH3:38])[CH2:35][CH2:36][O:37][C:31]=3[CH:30]=2)[CH:27]=1)[C:15]([NH:17][C:18]1[CH:23]=[N:22][C:21]([CH3:24])=[CH:20][N:19]=1)=[O:16])[CH2:8][O:9]C.C(=O)([O-])O.[Na+]. Given the product [OH:9][CH2:8][C@@H:7]([O:11][C:12]1[CH:13]=[C:14]([CH:25]=[C:26]([O:28][C:29]2[CH:41]=[CH:40][C:32]3[C:33](=[O:39])[N:34]([CH3:38])[CH2:35][CH2:36][O:37][C:31]=3[CH:30]=2)[CH:27]=1)[C:15]([NH:17][C:18]1[CH:23]=[N:22][C:21]([CH3:24])=[CH:20][N:19]=1)=[O:16])[CH3:6], predict the reactants needed to synthesize it. (3) Given the product [Br:1][CH2:2][CH2:3][CH2:4][CH2:5][CH2:6][CH2:7][CH2:8][CH2:9][CH2:10][CH2:11][C:12]([O:14][CH2:15][C:16]1[CH:21]=[CH:20][CH:19]=[CH:18][CH:17]=1)=[O:13], predict the reactants needed to synthesize it. The reactants are: [Br:1][CH2:2][CH2:3][CH2:4][CH2:5][CH2:6][CH2:7][CH2:8][CH2:9][CH2:10][CH2:11][C:12]([OH:14])=[O:13].[CH2:15](O)[C:16]1[CH:21]=[CH:20][CH:19]=[CH:18][CH:17]=1. (4) Given the product [NH2:26][C:4]1[N:5]=[C:6]([C:9]2[O:10][CH:11]=[CH:12][CH:13]=2)[CH:7]=[CH:8][C:3]=1[C:1]#[N:2], predict the reactants needed to synthesize it. The reactants are: [C:1]([C:3]1[C:4](OCC(N)=O)=[N:5][C:6]([C:9]2[O:10][CH:11]=[CH:12][CH:13]=2)=[CH:7][CH:8]=1)#[N:2].C(=O)([O-])[O-].[K+].[K+].C[N:26](C)C=O.